This data is from Catalyst prediction with 721,799 reactions and 888 catalyst types from USPTO. The task is: Predict which catalyst facilitates the given reaction. (1) Reactant: N1C=CN=C1.C1(P(C2C=CC=CC=2)C2C=CC=CC=2)C=CC=CC=1.[Br:25]Br.[CH2:27]([C@@:31]1([CH2:54][CH3:55])[NH:37][C@H:36]([C:38]2[CH:43]=[CH:42][CH:41]=[CH:40][CH:39]=2)[C:35]2[CH:44]=[C:45]([O:50][CH3:51])[C:46]([CH2:48]O)=[CH:47][C:34]=2[S:33](=[O:53])(=[O:52])[CH2:32]1)[CH2:28][CH2:29][CH3:30].[O-]S([O-])=O.[Na+].[Na+]. Product: [Br:25][CH2:48][C:46]1[C:45]([O:50][CH3:51])=[CH:44][C:35]2[C@@H:36]([C:38]3[CH:43]=[CH:42][CH:41]=[CH:40][CH:39]=3)[NH:37][C@@:31]([CH2:27][CH2:28][CH2:29][CH3:30])([CH2:54][CH3:55])[CH2:32][S:33](=[O:52])(=[O:53])[C:34]=2[CH:47]=1. The catalyst class is: 2. (2) Reactant: [C:1]([O:11][CH3:12])(=[O:10])/[CH:2]=[CH:3]/[C:4]1[CH:9]=[CH:8][CH:7]=[CH:6][CH:5]=1. Product: [C:4]1([CH2:3][CH2:2][C:1]([O:11][CH3:12])=[O:10])[CH:9]=[CH:8][CH:7]=[CH:6][CH:5]=1. The catalyst class is: 2. (3) The catalyst class is: 3. Reactant: CCN(C(C)C)C(C)C.[Br:10][C:11]1[CH:12]=[C:13]2[C:18](Cl)=[C:17]([C:20]([NH2:22])=[O:21])[CH:16]=[N:15][N:14]2[CH:23]=1.Cl.[NH2:25][C@@H:26]([C@H:28]([C:31]1[O:32][CH:33]=[C:34]([C:36]([NH2:38])=[O:37])[N:35]=1)[CH2:29][CH3:30])[CH3:27]. Product: [Br:10][C:11]1[CH:12]=[C:13]2[C:18]([NH:25][C@@H:26]([C@H:28]([C:31]3[O:32][CH:33]=[C:34]([C:36]([NH2:38])=[O:37])[N:35]=3)[CH2:29][CH3:30])[CH3:27])=[C:17]([C:20](=[O:21])[NH2:22])[CH:16]=[N:15][N:14]2[CH:23]=1. (4) Reactant: [CH2:1]([NH:5][C:6]1[N:14]=[C:13]2[C:9]([N:10]=[CH:11][N:12]2[CH2:15][C:16]2[CH:21]=[CH:20][C:19]([N+:22]([O-:24])=[O:23])=[CH:18][CH:17]=2)=[C:8]([NH2:25])[N:7]=1)[CH2:2][CH2:3][CH3:4].[Br:26]Br.[O-]S([O-])(=S)=O.[Na+].[Na+]. Product: [Br:26][C:11]1[N:12]([CH2:15][C:16]2[CH:21]=[CH:20][C:19]([N+:22]([O-:24])=[O:23])=[CH:18][CH:17]=2)[C:13]2[C:9]([N:10]=1)=[C:8]([NH2:25])[N:7]=[C:6]([NH:5][CH2:1][CH2:2][CH2:3][CH3:4])[N:14]=2. The catalyst class is: 22. (5) Reactant: [C:1]([C:3]1[CH:8]=[CH:7][C:6]([N:9]([CH2:14][CH3:15])[CH2:10][C:11]([OH:13])=O)=[CH:5][C:4]=1[C:16]([F:19])([F:18])[F:17])#[N:2].N=C=N.[F:23][C:24]1[CH:30]=[CH:29][C:27]([NH2:28])=[CH:26][CH:25]=1. Product: [C:1]([C:3]1[CH:8]=[CH:7][C:6]([N:9]([CH2:14][CH3:15])[CH2:10][C:11]([NH:28][C:27]2[CH:29]=[CH:30][C:24]([F:23])=[CH:25][CH:26]=2)=[O:13])=[CH:5][C:4]=1[C:16]([F:19])([F:18])[F:17])#[N:2]. The catalyst class is: 2. (6) Reactant: [C:10](O[C:10](=[O:17])[C:11]1[CH:16]=[CH:15][CH:14]=[CH:13][CH:12]=1)(=[O:17])[C:11]1[CH:16]=[CH:15][CH:14]=[CH:13][CH:12]=1.[NH2:18][C:19]1[C:28]2[N:29]=[C:30]([CH2:41][O:42][CH2:43][CH3:44])[N:31]([CH2:32][C:33]([NH:36][S:37]([CH3:40])(=[O:39])=[O:38])([CH3:35])[CH3:34])[C:27]=2[C:26]2[CH:25]=[CH:24][CH:23]=[CH:22][C:21]=2[N:20]=1.C(N(CC)CC)C.C(=O)(O)[O-].[Na+]. Product: [CH2:43]([O:42][CH2:41][C:30]1[N:31]([CH2:32][C:33]([CH3:34])([NH:36][S:37]([CH3:40])(=[O:38])=[O:39])[CH3:35])[C:27]2[C:26]3[CH:25]=[CH:24][CH:23]=[CH:22][C:21]=3[N:20]=[C:19]([NH:18][C:10](=[O:17])[C:11]3[CH:12]=[CH:13][CH:14]=[CH:15][CH:16]=3)[C:28]=2[N:29]=1)[CH3:44]. The catalyst class is: 18. (7) Reactant: [NH2:1][C:2]1[CH:7]=[CH:6][C:5]([CH:8]([CH2:11][OH:12])[CH2:9][OH:10])=[CH:4][CH:3]=1.[CH2:13]1[CH2:17]OC[CH2:14]1.O.[C:19]([O-:22])([O-])=[O:20].[Na+].[Na+].[CH3:25]COC(C)=O. Product: [C:13]([O:22][C:19](=[O:20])[NH:1][C:2]1[CH:3]=[CH:4][C:5]([CH:8]([CH2:11][OH:12])[CH2:9][OH:10])=[CH:6][CH:7]=1)([CH3:14])([CH3:17])[CH3:25]. The catalyst class is: 170. (8) Reactant: [CH3:1][O:2][C:3]1[C:10]([O:11][C:12]2[CH:17]=[C:16]([CH3:18])[CH:15]=[CH:14][C:13]=2[N+:19]([O-:21])=[O:20])=[CH:9][CH:8]=[CH:7][C:4]=1[CH:5]=O.CN.[C:24]([BH3-])#[N:25].[Na+].[C:28]([OH:35])(=[O:34])/[CH:29]=[CH:30]/[C:31]([OH:33])=[O:32]. Product: [C:28]([OH:35])(=[O:34])/[CH:29]=[CH:30]/[C:31]([OH:33])=[O:32].[CH3:1][O:2][C:3]1[C:10]([O:11][C:12]2[CH:17]=[C:16]([CH3:18])[CH:15]=[CH:14][C:13]=2[N+:19]([O-:21])=[O:20])=[CH:9][CH:8]=[CH:7][C:4]=1[CH2:5][CH2:24][NH2:25]. The catalyst class is: 404.